This data is from Reaction yield outcomes from USPTO patents with 853,638 reactions. The task is: Predict the reaction yield, written as a fraction of the theoretical maximum amount of product (1.0 means a 100% yield; for example, 0.34 means a 34% yield). (1) The reactants are [CH:1]1[C:6]([N+:7]([O-:9])=[O:8])=[CH:5][CH:4]=[C:3]([OH:10])[CH:2]=1.Cl[C:12]([O:14][CH2:15][Cl:16])=[O:13].C(N(CC)CC)C. The catalyst is O1CCCC1. The product is [C:12](=[O:13])([O:10][C:3]1[CH:4]=[CH:5][C:6]([N+:7]([O-:9])=[O:8])=[CH:1][CH:2]=1)[O:14][CH2:15][Cl:16]. The yield is 0.950. (2) The reactants are [C:1]12([C:11]3[CH:12]=[C:13]([CH:31]=[CH:32][C:33]=3[O:34][CH3:35])[CH2:14][O:15][C:16]3[CH:30]=[CH:29][C:19]([CH2:20][N:21]4[CH2:24][CH:23]([C:25]([O:27]C)=[O:26])[CH2:22]4)=[CH:18][CH:17]=3)[CH2:10][CH:5]3[CH2:6][CH:7]([CH2:9][CH:3]([CH2:4]3)[CH2:2]1)[CH2:8]2.COC(C1CN(CC2C=CC(OCC3C4C=C(Cl)C=CC=4OC=3)=CC=2)C1)=O. No catalyst specified. The product is [C:1]12([C:11]3[CH:12]=[C:13]([CH:31]=[CH:32][C:33]=3[O:34][CH3:35])[CH2:14][O:15][C:16]3[CH:30]=[CH:29][C:19]([CH2:20][N:21]4[CH2:22][CH:23]([C:25]([OH:27])=[O:26])[CH2:24]4)=[CH:18][CH:17]=3)[CH2:2][CH:3]3[CH2:9][CH:7]([CH2:6][CH:5]([CH2:4]3)[CH2:10]1)[CH2:8]2. The yield is 0.610. (3) The reactants are [CH3:1][O:2][C:3]1[CH:11]=[CH:10][C:6]([C:7]([OH:9])=[O:8])=[C:5]([CH3:12])[CH:4]=1.S(=O)(=O)(O)O.[CH3:18]O. The product is [CH3:18][O:8][C:7](=[O:9])[C:6]1[CH:10]=[CH:11][C:3]([O:2][CH3:1])=[CH:4][C:5]=1[CH3:12]. The yield is 0.980. No catalyst specified. (4) The reactants are C[O:2][C:3]1[CH:4]=[C:5]([C:9]2[CH:10]=[CH:11][CH:12]=[C:13]3[C:18]=2[N:17]=[CH:16][CH:15]=[CH:14]3)[CH:6]=[CH:7][CH:8]=1.B(Br)(Br)Br.O. The catalyst is C(Cl)Cl. The product is [N:17]1[C:18]2[C:13](=[CH:12][CH:11]=[CH:10][C:9]=2[C:5]2[CH:4]=[C:3]([OH:2])[CH:8]=[CH:7][CH:6]=2)[CH:14]=[CH:15][CH:16]=1. The yield is 0.850. (5) The reactants are I(O)(=O)(=O)=[O:2].[F:6][C:7]1[C:12]([F:13])=[CH:11][CH:10]=[CH:9][C:8]=1[C:14]1[N:49]=[C:17]2[CH:18]=[N:19][N:20]([CH:22]([C:30]3[O:34][N:33]=[C:32]([C:35]4[CH:40]=[CH:39][C:38]([O:41][CH2:42][CH2:43][CH3:44])=[CH:37][C:36]=4[C:45]([F:48])([F:47])[F:46])[CH:31]=3)[C:23]([O:25][CH2:26][CH2:27][CH2:28][OH:29])=[O:24])[CH:21]=[C:16]2[N:15]=1. The catalyst is CC#N.C1C=C[NH+]=CC=1.[O-][Cr](Cl)(=O)=O. The product is [F:6][C:7]1[C:12]([F:13])=[CH:11][CH:10]=[CH:9][C:8]=1[C:14]1[N:49]=[C:17]2[CH:18]=[N:19][N:20]([CH:22]([C:30]3[O:34][N:33]=[C:32]([C:35]4[CH:40]=[CH:39][C:38]([O:41][CH2:42][CH2:43][CH3:44])=[CH:37][C:36]=4[C:45]([F:47])([F:48])[F:46])[CH:31]=3)[C:23]([O:25][CH2:26][CH2:27][C:28]([OH:2])=[O:29])=[O:24])[CH:21]=[C:16]2[N:15]=1. The yield is 0.760. (6) The reactants are [F:1][C:2]([F:13])([F:12])[O:3][C:4]1[CH:11]=[CH:10][CH:9]=[CH:8][C:5]=1[CH:6]=O.[OH-:14].[Na+].[NH2:16]O.Cl. No catalyst specified. The product is [F:1][C:2]([F:13])([F:12])[O:3][C:4]1[CH:11]=[CH:10][CH:9]=[CH:8][C:5]=1[CH:6]=[N:16][OH:14]. The yield is 0.940. (7) The yield is 0.520. The catalyst is [Pd].O.C(#N)C. The product is [CH3:25][N:26]1[C:27](=[O:52])[C:28]([NH:41][C:42]2[CH:51]=[C:45]3[CH2:46][N:47]([CH3:50])[CH2:48][CH2:49][N:44]3[N:43]=2)=[CH:29][C:30]([C:2]2[CH:7]=[CH:6][N:5]=[C:4]([N:8]3[C:20](=[O:21])[C:19]4[N:11]([C:12]5[C@H:13]6[CH2:22][C@@H:16]([C:17]=5[CH:18]=4)[CH2:15][CH2:14]6)[CH2:10][CH2:9]3)[C:3]=2[CH:23]=[O:24])=[CH:31]1. The reactants are Cl[C:2]1[CH:7]=[CH:6][N:5]=[C:4]([N:8]2[C:20](=[O:21])[C:19]3[N:11]([C:12]4[C@H:13]5[CH2:22][C@@H:16]([C:17]=4[CH:18]=3)[CH2:15][CH2:14]5)[CH2:10][CH2:9]2)[C:3]=1[CH:23]=[O:24].[CH3:25][N:26]1[CH:31]=[C:30](B2OC(C)(C)C(C)(C)O2)[CH:29]=[C:28]([NH:41][C:42]2[CH:51]=[C:45]3[CH2:46][N:47]([CH3:50])[CH2:48][CH2:49][N:44]3[N:43]=2)[C:27]1=[O:52].C([O-])(=O)C.[Na+].[O-]P([O-])([O-])=O.[K+].[K+].[K+]. (8) The reactants are [Cl:1][C:2]1[CH:3]=[CH:4][C:5]([C:12]#[CH:13])=[C:6]([CH:11]=1)[C:7]([O:9][CH3:10])=[O:8]. The catalyst is C(OCC)(=O)C.[Pd]. The product is [Cl:1][C:2]1[CH:3]=[CH:4][C:5]([CH2:12][CH3:13])=[C:6]([CH:11]=1)[C:7]([O:9][CH3:10])=[O:8]. The yield is 0.940.